Predict the reaction yield, written as a fraction of the theoretical maximum amount of product (1.0 means a 100% yield; for example, 0.34 means a 34% yield). From a dataset of Reaction yield outcomes from USPTO patents with 853,638 reactions. The reactants are Cl[C:2]1[C:7]([NH:8][C:9](=O)[C:10]2[CH:15]=[CH:14][CH:13]=[CH:12][C:11]=2[N+:16]([O-:18])=[O:17])=[CH:6][C:5]([CH3:20])=[CH:4][N:3]=1.P12(SP3(SP(SP(S3)(S1)=S)(=S)S2)=S)=[S:22]. The catalyst is N1C=CC=CC=1.CC1C=CC(C)=CC=1. The product is [CH3:20][C:5]1[CH:6]=[C:7]2[N:8]=[C:9]([C:10]3[CH:15]=[CH:14][CH:13]=[CH:12][C:11]=3[N+:16]([O-:18])=[O:17])[S:22][C:2]2=[N:3][CH:4]=1. The yield is 0.750.